The task is: Predict which catalyst facilitates the given reaction.. This data is from Catalyst prediction with 721,799 reactions and 888 catalyst types from USPTO. (1) Reactant: [CH3:1][O:2][C:3]([C:5]1[C:9]([CH2:10][OH:11])=[C:8]([C:12]2[CH:17]=[CH:16][C:15]([OH:18])=[CH:14][CH:13]=2)[N:7]([C:19]2[CH:24]=[CH:23][C:22]([Cl:25])=[CH:21][C:20]=2[Cl:26])[N:6]=1)=[O:4].C(N(CC)CC)C.[F:34][C:35]([F:43])([F:42])[CH2:36][CH2:37][S:38](Cl)(=[O:40])=[O:39].O. Product: [CH3:1][O:2][C:3]([C:5]1[C:9]([CH2:10][OH:11])=[C:8]([C:12]2[CH:13]=[CH:14][C:15]([O:18][S:38]([CH2:37][CH2:36][C:35]([F:43])([F:42])[F:34])(=[O:40])=[O:39])=[CH:16][CH:17]=2)[N:7]([C:19]2[CH:24]=[CH:23][C:22]([Cl:25])=[CH:21][C:20]=2[Cl:26])[N:6]=1)=[O:4]. The catalyst class is: 4. (2) Reactant: [Br:1][C:2]1[CH:3]=[CH:4][C:5]2[N:9]=[C:8]([CH:10]3[CH2:13][CH:12]([CH:14]=[N:15]O)[CH2:11]3)[N:7]([CH3:17])[C:6]=2[CH:18]=1.P(Cl)(Cl)(Cl)=O. Product: [Br:1][C:2]1[CH:3]=[CH:4][C:5]2[N:9]=[C:8]([CH:10]3[CH2:13][CH:12]([C:14]#[N:15])[CH2:11]3)[N:7]([CH3:17])[C:6]=2[CH:18]=1. The catalyst class is: 23.